Task: Predict the reaction yield, written as a fraction of the theoretical maximum amount of product (1.0 means a 100% yield; for example, 0.34 means a 34% yield).. Dataset: Reaction yield outcomes from USPTO patents with 853,638 reactions (1) The reactants are [F:1][C:2]1[C:7]([CH:8]=[O:9])=[CH:6][CH:5]=[CH:4][C:3]=1[NH:10][S:11]([CH2:14][CH2:15][CH3:16])(=[O:13])=[O:12].[N:17]1[C:22]2[NH:23][CH:24]=[CH:25][C:21]=2[CH:20]=[N:19][CH:18]=1.[OH-].[K+].O. The catalyst is CO. The product is [F:1][C:2]1[C:7]([CH:8]([OH:9])[C:25]2[C:21]3[CH:20]=[N:19][CH:18]=[N:17][C:22]=3[NH:23][CH:24]=2)=[CH:6][CH:5]=[CH:4][C:3]=1[NH:10][S:11]([CH2:14][CH2:15][CH3:16])(=[O:13])=[O:12]. The yield is 0.760. (2) The reactants are [CH2:1]([N:8]1[CH2:23][CH2:22][C:11]2[NH:12][C:13]3[CH:14]=[CH:15][C:16]([C:19](O)=[O:20])=[CH:17][C:18]=3[C:10]=2[CH2:9]1)[C:2]1[CH:7]=[CH:6][CH:5]=[CH:4][CH:3]=1.CN(C(ON1N=NC2C=CC=NC1=2)=[N+](C)C)C.F[P-](F)(F)(F)(F)F.Cl.Cl.[NH2:50][CH:51]1[CH2:56][CH2:55][N:54]([CH2:57][C:58]2[CH:63]=[CH:62][C:61]([C:64]#[N:65])=[CH:60][CH:59]=2)[CH2:53][CH2:52]1.C(N(CC)CC)C.C(=O)(O)[O-].[Na+]. The catalyst is CN(C=O)C. The product is [CH2:1]([N:8]1[CH2:23][CH2:22][C:11]2[NH:12][C:13]3[CH:14]=[CH:15][C:16]([C:19]([NH:50][CH:51]4[CH2:56][CH2:55][N:54]([CH2:57][C:58]5[CH:63]=[CH:62][C:61]([C:64]#[N:65])=[CH:60][CH:59]=5)[CH2:53][CH2:52]4)=[O:20])=[CH:17][C:18]=3[C:10]=2[CH2:9]1)[C:2]1[CH:7]=[CH:6][CH:5]=[CH:4][CH:3]=1. The yield is 0.970.